Dataset: Catalyst prediction with 721,799 reactions and 888 catalyst types from USPTO. Task: Predict which catalyst facilitates the given reaction. Reactant: [CH:1]([CH:4]1[CH2:9][NH:8][C:7]2[CH:10]=[CH:11][CH:12]=[C:13]([CH3:14])[C:6]=2[O:5]1)([CH3:3])[CH3:2].C(N(CC)CC)C.[CH2:22]([O:24][C:25](=[O:31])/[CH:26]=[CH:27]/[C:28](Cl)=[O:29])[CH3:23]. Product: [CH2:22]([O:24][C:25](=[O:31])/[CH:26]=[CH:27]/[C:28]([N:8]1[C:7]2[CH:10]=[CH:11][CH:12]=[C:13]([CH3:14])[C:6]=2[O:5][CH:4]([CH:1]([CH3:3])[CH3:2])[CH2:9]1)=[O:29])[CH3:23]. The catalyst class is: 22.